This data is from Full USPTO retrosynthesis dataset with 1.9M reactions from patents (1976-2016). The task is: Predict the reactants needed to synthesize the given product. (1) Given the product [CH3:44][N:42]1[CH:43]=[C:39]([C:19]2[CH:20]=[CH:21][C:16]3[O:15][CH2:14][CH2:13][N:12]([C:10]4[S:9][C:5]5[C:6](=[O:8])[NH:7][C:2]([CH3:31])([CH3:1])[CH2:3][C:4]=5[N:11]=4)[C:17]=3[CH:18]=2)[N:40]=[C:41]1[CH3:45], predict the reactants needed to synthesize it. The reactants are: [CH3:1][C:2]1([CH3:31])[NH:7][C:6](=[O:8])[C:5]2[S:9][C:10]([N:12]3[C:17]4[CH:18]=[C:19](B5OC(C)(C)C(C)(C)O5)[CH:20]=[CH:21][C:16]=4[O:15][CH2:14][CH2:13]3)=[N:11][C:4]=2[CH2:3]1.C(=O)([O-])[O-].[Na+].[Na+].Br[C:39]1[N:40]=[C:41]([CH3:45])[N:42]([CH3:44])[CH:43]=1. (2) Given the product [NH2:16][C@@H:17]1[CH2:36][C:35]2=[CH:34][CH:33]=[C:32]([CH:38]=[CH:37]2)[O:31][CH2:30][CH2:29][CH2:28][CH2:27][CH2:26][CH2:25][CH2:24][CH2:23][O:22][CH2:21][C@H:20]([CH:39]([CH3:40])[CH3:41])[NH:19][C:18]1=[O:42], predict the reactants needed to synthesize it. The reactants are: C1C2C(OC(=O)[N:16](C)[C@@H:17]3[CH2:36][C:35]4=[CH:37][CH:38]=[C:32]([CH:33]=[CH:34]4)[O:31][CH2:30][CH:29]=[CH:28][CH2:27][CH2:26][CH2:25][CH2:24][CH2:23][O:22][CH2:21][C@H:20]([CH:39]([CH3:41])[CH3:40])[NH:19][C:18]3=[O:42])C3C(=CC=CC=3)C=2C=CC=1.N1CCCCC1.